Dataset: TCR-epitope binding with 47,182 pairs between 192 epitopes and 23,139 TCRs. Task: Binary Classification. Given a T-cell receptor sequence (or CDR3 region) and an epitope sequence, predict whether binding occurs between them. (1) The epitope is FLNGSCGSV. The TCR CDR3 sequence is CASSPGSGNTIYF. Result: 0 (the TCR does not bind to the epitope). (2) The epitope is AVFDRKSDAK. The TCR CDR3 sequence is CASSLEGQRYTEAFF. Result: 1 (the TCR binds to the epitope). (3) The epitope is FLYALALLL. The TCR CDR3 sequence is CASSQDWGTSGNNEQFF. Result: 0 (the TCR does not bind to the epitope). (4) The epitope is MPASWVMRI. The TCR CDR3 sequence is CASSLAGDWEGYSPLHF. Result: 1 (the TCR binds to the epitope). (5) The epitope is VTEHDTLLY. The TCR CDR3 sequence is CASSPPLGAQQFF. Result: 1 (the TCR binds to the epitope). (6) The epitope is QECVRGTTVL. The TCR CDR3 sequence is CSASVIAGGMDEQFF. Result: 0 (the TCR does not bind to the epitope). (7) The epitope is KRWIILGLNK. The TCR CDR3 sequence is CASSPGTSSSYNEQFF. Result: 1 (the TCR binds to the epitope). (8) The epitope is ALSKGVHFV. The TCR CDR3 sequence is CASSPPGGSGGHYEQFF. Result: 0 (the TCR does not bind to the epitope).